The task is: Predict the product of the given reaction.. This data is from Forward reaction prediction with 1.9M reactions from USPTO patents (1976-2016). (1) Given the reactants C[O:2][C:3](=[O:37])[C:4]1[CH:9]=[CH:8][C:7]([O:10][CH2:11][C@@H:12]([O:20][C:21]2[CH:26]=[CH:25][C:24]([C:27]([OH:36])([C:32]([F:35])([F:34])[F:33])[C:28]([F:31])([F:30])[F:29])=[CH:23][CH:22]=2)[CH2:13][C:14]2[CH:19]=[CH:18][CH:17]=[CH:16][CH:15]=2)=[CH:6][CH:5]=1.C1(C[C@H](OC2C=CC(C(O)(C(F)(F)F)C(F)(F)F)=CC=2)COC2C=CC=CC=2C(O)=O)C=CC=CC=1, predict the reaction product. The product is: [C:14]1([CH2:13][C@H:12]([O:20][C:21]2[CH:26]=[CH:25][C:24]([C:27]([OH:36])([C:32]([F:33])([F:34])[F:35])[C:28]([F:30])([F:31])[F:29])=[CH:23][CH:22]=2)[CH2:11][O:10][C:7]2[CH:6]=[CH:5][C:4]([C:3]([OH:37])=[O:2])=[CH:9][CH:8]=2)[CH:19]=[CH:18][CH:17]=[CH:16][CH:15]=1. (2) Given the reactants [NH2:1][C:2]1[C:10]([Br:11])=[CH:9][C:8]([CH3:12])=[CH:7][C:3]=1[C:4](O)=[O:5].CO.Cl, predict the reaction product. The product is: [NH2:1][C:2]1[C:10]([Br:11])=[CH:9][C:8]([CH3:12])=[CH:7][C:3]=1[CH2:4][OH:5]. (3) Given the reactants [CH3:1][N:2]1[C:7]([CH3:9])([CH3:8])[CH2:6][CH:5]([OH:10])[CH2:4][C:3]1([CH3:12])[CH3:11].[Cl:13][C:14]1[CH:19]=[C:18](F)[CH:17]=[CH:16][C:15]=1[F:21], predict the reaction product. The product is: [ClH:13].[Cl:13][C:14]1[CH:19]=[C:18]([CH:17]=[CH:16][C:15]=1[F:21])[O:10][CH:5]1[CH2:6][C:7]([CH3:8])([CH3:9])[N:2]([CH3:1])[C:3]([CH3:12])([CH3:11])[CH2:4]1. (4) Given the reactants [OH:1][C:2]1[CH:3]=[C:4]([CH:9]=[CH:10][C:11]=1[C:12]([F:15])([F:14])[F:13])[C:5]([O:7][CH3:8])=[O:6].Cl[C:17]([F:22])([F:21])C([O-])=O.[Na+].C(=O)([O-])[O-].[K+].[K+].O, predict the reaction product. The product is: [F:21][CH:17]([F:22])[O:1][C:2]1[CH:3]=[C:4]([CH:9]=[CH:10][C:11]=1[C:12]([F:13])([F:14])[F:15])[C:5]([O:7][CH3:8])=[O:6].